This data is from Reaction yield outcomes from USPTO patents with 853,638 reactions. The task is: Predict the reaction yield, written as a fraction of the theoretical maximum amount of product (1.0 means a 100% yield; for example, 0.34 means a 34% yield). (1) The reactants are [C:1]([O:5][C@@H:6]([C:12]1[C:13]([CH3:34])=[N:14][C:15]([CH3:33])=[C:16]([C:26]2[CH:31]=[CH:30][C:29]([OH:32])=[CH:28][CH:27]=2)[C:17]=1[N:18]1[CH2:23][CH2:22][C:21]([CH3:25])([CH3:24])[CH2:20][CH2:19]1)[C:7]([O:9]CC)=[O:8])([CH3:4])([CH3:3])[CH3:2].[CH3:35][C:36]1[S:37][CH:38]=[C:39]([CH2:41][CH2:42]O)[N:40]=1.C1C=CC(P(C2C=CC=CC=2)C2C=CC=CC=2)=CC=1.CCOC(/N=N/C(OCC)=O)=O.[OH-].[Na+]. The catalyst is C1COCC1.CO. The product is [C:1]([O:5][C@@H:6]([C:12]1[C:13]([CH3:34])=[N:14][C:15]([CH3:33])=[C:16]([C:26]2[CH:31]=[CH:30][C:29]([O:32][CH2:42][CH2:41][C:39]3[N:40]=[C:36]([CH3:35])[S:37][CH:38]=3)=[CH:28][CH:27]=2)[C:17]=1[N:18]1[CH2:23][CH2:22][C:21]([CH3:25])([CH3:24])[CH2:20][CH2:19]1)[C:7]([OH:9])=[O:8])([CH3:3])([CH3:2])[CH3:4]. The yield is 0.643. (2) The reactants are [CH2:1]([O:3][C:4]([C:6]1[NH:7][C:8]2[C:13]([CH:14]=1)=[CH:12][C:11]([O:15][CH2:16][C:17]([O:19]C(C)(C)C)=[O:18])=[CH:10][CH:9]=2)=[O:5])[CH3:2].FC(F)(F)C(O)=O. The catalyst is ClCCl. The product is [CH2:1]([O:3][C:4]([C:6]1[NH:7][C:8]2[C:13]([CH:14]=1)=[CH:12][C:11]([O:15][CH2:16][C:17]([OH:19])=[O:18])=[CH:10][CH:9]=2)=[O:5])[CH3:2]. The yield is 0.970. (3) The reactants are [Br:1][C:2]1[CH:9]=[C:8]([CH2:10][N:11]2C(=O)C3C(=CC=CC=3)C2=O)[CH:7]=[CH:6][C:3]=1[C:4]#[N:5].O.NN.Cl. The catalyst is CCO. The product is [NH2:11][CH2:10][C:8]1[CH:7]=[CH:6][C:3]([C:4]#[N:5])=[C:2]([Br:1])[CH:9]=1. The yield is 0.758. (4) The reactants are [F:1][C:2]([F:14])([F:13])[C:3]1[N:8]=[C:7]([CH3:9])[C:6]([C:10](Cl)=[O:11])=[CH:5][CH:4]=1.[Cl:15][C:16]1[CH:22]=[CH:21][C:19]([NH2:20])=[CH:18][C:17]=1[C:23]1[CH:28]=[CH:27][CH:26]=[CH:25][N:24]=1.CCOC(C)=O. The catalyst is C1COCC1. The product is [Cl:15][C:16]1[CH:22]=[CH:21][C:19]([NH:20][C:10]([C:6]2[C:7]([CH3:9])=[N:8][C:3]([C:2]([F:14])([F:13])[F:1])=[CH:4][CH:5]=2)=[O:11])=[CH:18][C:17]=1[C:23]1[CH:28]=[CH:27][CH:26]=[CH:25][N:24]=1. The yield is 0.880. (5) The reactants are [NH2:1][C:2]1[C:11]2[C:6](=[C:7](Br)[CH:8]=[CH:9][CH:10]=2)[N:5]=[N:4][C:3]=1[C:13]([NH:15][CH:16]1[CH2:18][CH2:17]1)=[O:14].[F:19][C:20]1[CH:21]=[CH:22][C:23]([O:29][CH3:30])=[C:24](B(O)O)[CH:25]=1. No catalyst specified. The product is [NH2:1][C:2]1[C:11]2[C:6](=[C:7]([C:22]3[CH:21]=[C:20]([F:19])[CH:25]=[CH:24][C:23]=3[O:29][CH3:30])[CH:8]=[CH:9][CH:10]=2)[N:5]=[N:4][C:3]=1[C:13]([NH:15][CH:16]1[CH2:18][CH2:17]1)=[O:14]. The yield is 0.760.